From a dataset of Experimental lipophilicity measurements (octanol/water distribution) for 4,200 compounds from AstraZeneca. Regression/Classification. Given a drug SMILES string, predict its absorption, distribution, metabolism, or excretion properties. Task type varies by dataset: regression for continuous measurements (e.g., permeability, clearance, half-life) or binary classification for categorical outcomes (e.g., BBB penetration, CYP inhibition). For this dataset (lipophilicity_astrazeneca), we predict Y. The drug is COc1ccc(Cl)c(Nc2ncnc3cc(OC)cc(OC4CCN(C)CC4)c23)c1. The Y is 3.60 logD.